The task is: Predict which catalyst facilitates the given reaction.. This data is from Catalyst prediction with 721,799 reactions and 888 catalyst types from USPTO. (1) Reactant: [C:1]([O:5][C:6]([NH:8][C@H:9]1[CH2:14][CH2:13][C:12]([F:16])([F:15])[CH2:11][C@H:10]1[C:17]([O:19][CH2:20][CH3:21])=[O:18])=[O:7])([CH3:4])([CH3:3])[CH3:2].[O-]CC.[Na+]. Product: [C:1]([O:5][C:6]([NH:8][C@@H:9]1[CH2:14][CH2:13][C:12]([F:16])([F:15])[CH2:11][C@H:10]1[C:17]([O:19][CH2:20][CH3:21])=[O:18])=[O:7])([CH3:4])([CH3:3])[CH3:2]. The catalyst class is: 14. (2) Reactant: Br[C:2]1[CH:3]=[N:4][CH:5]=[C:6]([CH:8]=[O:9])[CH:7]=1.C([N:17]1[C:25]2[C:20](=[CH:21][CH:22]=[CH:23][CH:24]=2)[CH:19]=[C:18]1B(O)O)(OC(C)(C)C)=O.COC1C=CC=C(OC)C=1C1C=CC=CC=1P(C1CCCCC1)C1CCCCC1.P([O-])([O-])([O-])=O.[K+].[K+].[K+]. Product: [NH:17]1[C:25]2[C:20](=[CH:21][CH:22]=[CH:23][CH:24]=2)[CH:19]=[C:18]1[C:2]1[CH:7]=[C:6]([CH:8]=[O:9])[CH:5]=[N:4][CH:3]=1. The catalyst class is: 187. (3) Reactant: [CH2:1]([C:4]1([OH:17])[CH2:9][CH2:8][N:7]([C:10]([O:12][C:13]([CH3:16])([CH3:15])[CH3:14])=[O:11])[CH2:6][CH2:5]1)[CH:2]=[CH2:3].C[Si](C)(C)[C:20]([F:23])(F)[F:21].C1COCC1. Product: [F:21][C:20]1([F:23])[CH2:3][CH:2]1[CH2:1][C:4]1([OH:17])[CH2:9][CH2:8][N:7]([C:10]([O:12][C:13]([CH3:16])([CH3:15])[CH3:14])=[O:11])[CH2:6][CH2:5]1. The catalyst class is: 2. (4) Reactant: [CH3:1][C:2]1[N:6]2[C:7]3[CH:13]=[C:12]([CH3:14])[N:11]([CH2:15][C:16]4[CH:21]=[CH:20][CH:19]=[C:18]([N+:22]([O-])=O)[CH:17]=4)[C:8]=3[CH:9]=[CH:10][C:5]2=[N:4][N:3]=1.[H][H]. Product: [CH3:1][C:2]1[N:6]2[C:7]3[CH:13]=[C:12]([CH3:14])[N:11]([CH2:15][C:16]4[CH:17]=[C:18]([CH:19]=[CH:20][CH:21]=4)[NH2:22])[C:8]=3[CH:9]=[CH:10][C:5]2=[N:4][N:3]=1. The catalyst class is: 19. (5) The catalyst class is: 2. Product: [N+:28]([C:31]1[CH:32]=[C:33]([S:37]([CH2:40][CH2:41][O:42][C:43](=[O:81])[CH:44]([NH:64][C:65](=[O:80])[CH2:66][O:67][C:68]2[CH:73]=[C:72]([CH3:74])[C:71]([S:75]([N:21]3[C:20]4[CH:22]=[CH:23][CH:24]=[CH:25][C:19]=4[N:18]=[C:17]3[S:15]([CH2:14][C:3]3[C:2]([CH3:1])=[C:7]([O:8][CH2:9][C:10]([F:13])([F:11])[F:12])[CH:6]=[CH:5][N:4]=3)=[O:16])(=[O:77])=[O:76])=[C:70]([CH3:79])[CH:69]=2)[CH2:45][CH2:46][C:47]([O:49][CH2:50][CH2:51][S:52]([C:55]2[CH:60]=[CH:59][CH:58]=[C:57]([N+:61]([O-:63])=[O:62])[CH:56]=2)(=[O:53])=[O:54])=[O:48])(=[O:39])=[O:38])[CH:34]=[CH:35][CH:36]=1)([O-:30])=[O:29]. Reactant: [CH3:1][C:2]1[C:3]([CH2:14][S:15]([C:17]2[NH:18][C:19]3[CH:25]=[CH:24][CH:23]=[CH:22][C:20]=3[N:21]=2)=[O:16])=[N:4][CH:5]=[CH:6][C:7]=1[O:8][CH2:9][C:10]([F:13])([F:12])[F:11].[H-].[Na+].[N+:28]([C:31]1[CH:32]=[C:33]([S:37]([CH2:40][CH2:41][O:42][C:43](=[O:81])[CH:44]([NH:64][C:65](=[O:80])[CH2:66][O:67][C:68]2[CH:73]=[C:72]([CH3:74])[C:71]([S:75](Cl)(=[O:77])=[O:76])=[C:70]([CH3:79])[CH:69]=2)[CH2:45][CH2:46][C:47]([O:49][CH2:50][CH2:51][S:52]([C:55]2[CH:60]=[CH:59][CH:58]=[C:57]([N+:61]([O-:63])=[O:62])[CH:56]=2)(=[O:54])=[O:53])=[O:48])(=[O:39])=[O:38])[CH:34]=[CH:35][CH:36]=1)([O-:30])=[O:29].O. (6) Reactant: [Cl:1][C:2]1[CH:7]=[CH:6][C:5]([C:8]2[CH:13]=[CH:12][CH:11]=[CH:10][C:9]=2[OH:14])=[CH:4][C:3]=1[C:15]([NH:17][CH2:18][C:19]12[CH2:28][CH:23]3[CH2:24][CH:25]([CH2:27][CH:21]([CH2:22]3)[CH2:20]1)[CH2:26]2)=[O:16].Cl[C@@H:30]([CH3:35])[C:31]([O:33][CH3:34])=[O:32].C(=O)([O-])[O-].[K+].[K+]. Product: [Cl:1][C:2]1[CH:7]=[CH:6][C:5]([C:8]2[CH:13]=[CH:12][CH:11]=[CH:10][C:9]=2[O:14][C@H:30]([CH3:35])[C:31]([O:33][CH3:34])=[O:32])=[CH:4][C:3]=1[C:15]([NH:17][CH2:18][C:19]12[CH2:28][CH:23]3[CH2:24][CH:25]([CH2:27][CH:21]([CH2:22]3)[CH2:20]1)[CH2:26]2)=[O:16]. The catalyst class is: 21. (7) Reactant: [CH3:1][C:2]([CH3:7])=[CH:3][C:4](O)=[O:5].[NH2:8][C:9]1[CH:10]=[C:11]([CH:16]=[CH:17][CH:18]=1)[C:12]([O:14][CH3:15])=[O:13].CCN=C=NCCCN(C)C.C(OCC)(=O)C.CCCCCC. Product: [CH3:1][C:2]([CH3:7])=[CH:3][C:4]([NH:8][C:9]1[CH:10]=[C:11]([CH:16]=[CH:17][CH:18]=1)[C:12]([O:14][CH3:15])=[O:13])=[O:5]. The catalyst class is: 64. (8) Reactant: [CH2:1]([Mg]Cl)[CH3:2].[CH3:5][O:6][C:7](=[O:18])[C:8](=[C:13]([CH2:16][CH3:17])[CH2:14][CH3:15])[C:9]([O:11][CH3:12])=[O:10].[NH4+].[Cl-]. Product: [CH3:12][O:11][C:9](=[O:10])[CH:8]([C:13]([CH2:1][CH3:2])([CH2:16][CH3:17])[CH2:14][CH3:15])[C:7]([O:6][CH3:5])=[O:18]. The catalyst class is: 804. (9) Reactant: Cl[C:2]1[N:7]=[CH:6][N:5]=[C:4]([NH2:8])[C:3]=1[CH2:9][CH3:10].[ClH:11].[N:12]1([CH2:16][CH2:17][N:18]2[CH:22]=[C:21](C3C=CN=C(C(F)(F)F)C=3)[N:20]=[C:19]2[CH:33]2[CH2:38][CH2:37][NH:36][CH2:35][CH2:34]2)[CH2:15][CH2:14][CH2:13]1.C([O-])([O-])=O.[Cs+].[Cs+]. Product: [N:12]1([CH2:16][CH2:17][N:18]2[CH:22]=[C:21]([C:35]3[CH:34]=[CH:33][CH:38]=[C:37]([Cl:11])[N:36]=3)[N:20]=[C:19]2[CH:33]2[CH2:38][CH2:37][N:36]([C:2]3[N:7]=[CH:6][N:5]=[C:4]([NH2:8])[C:3]=3[CH2:9][CH3:10])[CH2:35][CH2:34]2)[CH2:13][CH2:14][CH2:15]1. The catalyst class is: 16.